This data is from Peptide-MHC class II binding affinity with 134,281 pairs from IEDB. The task is: Regression. Given a peptide amino acid sequence and an MHC pseudo amino acid sequence, predict their binding affinity value. This is MHC class II binding data. (1) The peptide sequence is VGAITTIEDPVLAKK. The MHC is HLA-DPA10103-DPB10301 with pseudo-sequence HLA-DPA10103-DPB10301. The binding affinity (normalized) is 0. (2) The peptide sequence is MADDMERIFKRFDTN. The MHC is HLA-DQA10104-DQB10503 with pseudo-sequence HLA-DQA10104-DQB10503. The binding affinity (normalized) is 0. (3) The peptide sequence is YDKFLYNVSTVLTGK. The MHC is DRB1_1302 with pseudo-sequence DRB1_1302. The binding affinity (normalized) is 1.00. (4) The peptide sequence is HGSEEWEPLTKKGNVWEVKS. The MHC is DRB1_0802 with pseudo-sequence DRB1_0802. The binding affinity (normalized) is 0.673.